From a dataset of Full USPTO retrosynthesis dataset with 1.9M reactions from patents (1976-2016). Predict the reactants needed to synthesize the given product. (1) Given the product [Cl:1][C:2]1[CH:3]=[CH:4][C:5]([C:6]([N:8]2[C:16]3[C:11](=[CH:12][C:13]([O:17][CH3:18])=[CH:14][CH:15]=3)[C:10]([CH2:19][C:20]([O:22][C:23]3[CH:43]=[CH:42][C:26]([C:27]([O:29][CH:30]([CH2:35][OH:34])[CH2:31][OH:32])=[O:28])=[CH:25][CH:24]=3)=[O:21])=[C:9]2[CH3:44])=[O:7])=[CH:45][CH:46]=1, predict the reactants needed to synthesize it. The reactants are: [Cl:1][C:2]1[CH:46]=[CH:45][C:5]([C:6]([N:8]2[C:16]3[C:11](=[CH:12][C:13]([O:17][CH3:18])=[CH:14][CH:15]=3)[C:10]([CH2:19][C:20]([O:22][C:23]3[CH:43]=[CH:42][C:26]([C:27]([O:29][CH:30]4[CH2:35][O:34]C(C5C=CC=CC=5)[O:32][CH2:31]4)=[O:28])=[CH:25][CH:24]=3)=[O:21])=[C:9]2[CH3:44])=[O:7])=[CH:4][CH:3]=1. (2) Given the product [CH2:1]([O:3][C:4]1[C:5]([O:13][S:20]([C:23]([F:26])([F:25])[F:24])(=[O:22])=[O:21])=[C:6]([CH:7]=[O:8])[C:9]([F:12])=[CH:10][CH:11]=1)[CH3:2], predict the reactants needed to synthesize it. The reactants are: [CH2:1]([O:3][C:4]1[C:5]([OH:13])=[C:6]([C:9]([F:12])=[CH:10][CH:11]=1)[CH:7]=[O:8])[CH3:2].N1C=CC=CC=1.[S:20](O[S:20]([C:23]([F:26])([F:25])[F:24])(=[O:22])=[O:21])([C:23]([F:26])([F:25])[F:24])(=[O:22])=[O:21]. (3) Given the product [F:19][C:20]1[CH:34]=[CH:33][C:23]([C:24]([C:26]2[CH:31]=[CH:30][C:29]([F:32])=[CH:28][CH:27]=2)([OH:25])[C:5]2[S:1][C:2]([C:6]([O:8][CH2:9][CH3:10])=[O:7])=[CH:3][CH:4]=2)=[CH:22][CH:21]=1, predict the reactants needed to synthesize it. The reactants are: [S:1]1[CH:5]=[CH:4][CH:3]=[C:2]1[C:6]([O:8][CH2:9][CH3:10])=[O:7].[Li+].CC([N-]C(C)C)C.[F:19][C:20]1[CH:34]=[CH:33][C:23]([C:24]([C:26]2[CH:31]=[CH:30][C:29]([F:32])=[CH:28][CH:27]=2)=[O:25])=[CH:22][CH:21]=1. (4) Given the product [Cl:24][C:25]1[CH:30]=[CH:29][C:28]([C:31]2[C:32]3[NH:45][C:44](=[O:46])[CH:43]=[CH:42][C:33]=3[C:34]3[C:40]([CH3:41])=[N:39][O:38][C:35]=3[CH2:36][N:37]=2)=[CH:27][CH:26]=1, predict the reactants needed to synthesize it. The reactants are: ClC1C=CC(C2C3C=CC(=O)NC=3C3C(C)=NOC=3CN=2)=CC=1.[Cl:24][C:25]1[CH:30]=[CH:29][C:28]([C:31]2[C:32]3[N:45]=[C:44]([O:46]C)[CH:43]=[CH:42][C:33]=3[C:34]3[C:40]([CH3:41])=[N:39][O:38][C:35]=3[CH2:36][N:37]=2)=[CH:27][CH:26]=1.ClC1C=CC(C2C3C=CC(OC)=NC=3C3C(C)=NOC=3CN=2)=CC=1.